Dataset: Forward reaction prediction with 1.9M reactions from USPTO patents (1976-2016). Task: Predict the product of the given reaction. Given the reactants [NH2:1][CH2:2][CH2:3][C:4]([OH:6])=O.[P:7]([OH:10])([OH:9])[OH:8].P(Cl)(Cl)Cl, predict the reaction product. The product is: [CH2:3]([C:4]([P:7]([OH:10])([OH:9])=[O:8])([P:7]([OH:10])([OH:9])=[O:8])[OH:6])[CH2:2][NH2:1].